From a dataset of Reaction yield outcomes from USPTO patents with 853,638 reactions. Predict the reaction yield, written as a fraction of the theoretical maximum amount of product (1.0 means a 100% yield; for example, 0.34 means a 34% yield). (1) The reactants are C(OC(=O)[NH:7][O:8][CH2:9][CH2:10][N:11]1[CH2:16][CH2:15][O:14][CH2:13][CH2:12]1)(C)(C)C.O1CCOCC1.[ClH:24]. The catalyst is CO. The product is [ClH:24].[ClH:24].[N:11]1([CH2:10][CH2:9][O:8][NH2:7])[CH2:16][CH2:15][O:14][CH2:13][CH2:12]1. The yield is 0.780. (2) The reactants are [C:1]([C:5]1[O:6][C:7]2[C:13]([S:14](Cl)(=[O:16])=[O:15])=[C:12]([Cl:18])[CH:11]=[CH:10][C:8]=2[N:9]=1)([CH3:4])([CH3:3])[CH3:2].C(N(CC)CC)C.[N:26]1([CH:32]2[CH2:37][CH2:36][NH:35][CH2:34][CH2:33]2)[CH2:31][CH2:30][CH2:29][CH2:28][CH2:27]1. The catalyst is C1COCC1. The product is [C:1]([C:5]1[O:6][C:7]2[C:13]([S:14]([N:35]3[CH2:36][CH2:37][CH:32]([N:26]4[CH2:31][CH2:30][CH2:29][CH2:28][CH2:27]4)[CH2:33][CH2:34]3)(=[O:16])=[O:15])=[C:12]([Cl:18])[CH:11]=[CH:10][C:8]=2[N:9]=1)([CH3:4])([CH3:3])[CH3:2]. The yield is 0.460. (3) The reactants are Cl[C:2]1[C:7]([C:8]#[N:9])=[CH:6][N:5]=[C:4]2[C:10]3[CH:16]=[CH:15][CH:14]=[CH:13][C:11]=3[O:12][C:3]=12.[NH2:17][C:18]1[CH:23]=[C:22]([OH:24])[C:21]([CH3:25])=[CH:20][CH:19]=1. The catalyst is C(OCCO)C. The product is [OH:24][C:22]1[CH:23]=[C:18]([NH:17][C:2]2[C:7]([C:8]#[N:9])=[CH:6][N:5]=[C:4]3[C:10]4[CH:16]=[CH:15][CH:14]=[CH:13][C:11]=4[O:12][C:3]=23)[CH:19]=[CH:20][C:21]=1[CH3:25]. The yield is 0.720. (4) The reactants are [C:1]([CH:9]=[CH:10][C:11]([O:13]CC)=[O:12])(=O)[C:2]1[CH:7]=[CH:6][CH:5]=[CH:4][CH:3]=1.[NH2:16][C@H:17]1[CH2:23][CH2:22][C:21]2[CH:24]=[CH:25][CH:26]=[CH:27][C:20]=2[N:19]([CH2:28][C:29]([O:31][C:32]([CH3:35])([CH3:34])[CH3:33])=[O:30])[C:18]1=[O:36].C([O-])=O.[NH4+]. The catalyst is C1(C)C=CC=CC=1.[Pd]. The product is [C:11]([CH:10]([NH:16][CH:17]1[CH2:23][CH2:22][C:21]2[CH:24]=[CH:25][CH:26]=[CH:27][C:20]=2[N:19]([CH2:28][C:29]([O:31][C:32]([CH3:34])([CH3:33])[CH3:35])=[O:30])[C:18]1=[O:36])[CH2:9][CH2:1][C:2]1[CH:3]=[CH:4][CH:5]=[CH:6][CH:7]=1)([OH:13])=[O:12]. The yield is 0.540. (5) The reactants are [Br:1][C:2]1[CH:3]=[CH:4][C:5]([O:8][C:9]2[CH:16]=[CH:15][C:12]([CH:13]=O)=[CH:11][CH:10]=2)=[N:6][CH:7]=1.[CH2:17]([NH2:22])[CH2:18][CH:19]([CH3:21])[CH3:20].[BH-](OC(C)=O)(OC(C)=O)OC(C)=O.[Na+].C(O)(=O)C. The catalyst is ClCCCl. The product is [Br:1][C:2]1[CH:3]=[CH:4][C:5]([O:8][C:9]2[CH:16]=[CH:15][C:12]([CH2:13][NH:22][CH2:17][CH2:18][CH:19]([CH3:21])[CH3:20])=[CH:11][CH:10]=2)=[N:6][CH:7]=1. The yield is 0.500.